This data is from Forward reaction prediction with 1.9M reactions from USPTO patents (1976-2016). The task is: Predict the product of the given reaction. Given the reactants [Cl:1][C:2]1[C:3]([O:24][C@H:25]2[CH2:30][CH2:29][C@@H:28]([C:31]([F:34])([F:33])[F:32])[CH2:27][CH2:26]2)=[CH:4][CH:5]=[C:6]2[C:11]=1[CH:10]=[C:9]([CH2:12][N:13]1[CH2:18][CH2:17][CH:16]([C:19]([O:21]CC)=[O:20])[CH2:15][CH2:14]1)[CH:8]=[CH:7]2.[OH-].[Na+].Cl, predict the reaction product. The product is: [Cl:1][C:2]1[C:3]([O:24][C@H:25]2[CH2:30][CH2:29][C@@H:28]([C:31]([F:34])([F:32])[F:33])[CH2:27][CH2:26]2)=[CH:4][CH:5]=[C:6]2[C:11]=1[CH:10]=[C:9]([CH2:12][N:13]1[CH2:18][CH2:17][CH:16]([C:19]([OH:21])=[O:20])[CH2:15][CH2:14]1)[CH:8]=[CH:7]2.